This data is from Catalyst prediction with 721,799 reactions and 888 catalyst types from USPTO. The task is: Predict which catalyst facilitates the given reaction. (1) Reactant: [C:1]1([C:7]2[CH:8]=[C:9]3[C:13](=[CH:14][CH:15]=2)[NH:12][C:11](=[O:16])[CH2:10]3)[CH:6]=[CH:5][CH:4]=[CH:3][CH:2]=1.[CH2:17]([N:19]([CH2:34][CH3:35])[CH2:20][CH2:21][O:22][C:23]1[CH:24]=[C:25]2[C:29](=[CH:30][CH:31]=1)[NH:28][C:27]([CH:32]=O)=[CH:26]2)[CH3:18].N1CCCCC1. Product: [CH2:34]([N:19]([CH2:17][CH3:18])[CH2:20][CH2:21][O:22][C:23]1[CH:24]=[C:25]2[C:29](=[CH:30][CH:31]=1)[NH:28][C:27]([CH:32]=[C:10]1[C:9]3[C:13](=[CH:14][CH:15]=[C:7]([C:1]4[CH:2]=[CH:3][CH:4]=[CH:5][CH:6]=4)[CH:8]=3)[NH:12][C:11]1=[O:16])=[CH:26]2)[CH3:35]. The catalyst class is: 8. (2) Reactant: [OH:1][NH:2][C:3](=[O:23])[CH:4]([OH:22])[CH2:5][S:6]([C:9]1[CH:14]=[CH:13][C:12]([O:15][C:16]2[CH:21]=[CH:20][CH:19]=[CH:18][CH:17]=2)=[CH:11][CH:10]=1)(=[O:8])=[O:7].C1COCC1.NO. Product: [OH:1][NH:2][C:3](=[O:23])[C@@H:4]([OH:22])[CH2:5][S:6]([C:9]1[CH:10]=[CH:11][C:12]([O:15][C:16]2[CH:17]=[CH:18][CH:19]=[CH:20][CH:21]=2)=[CH:13][CH:14]=1)(=[O:7])=[O:8]. The catalyst class is: 5. (3) Reactant: C([O:8][C:9]1[CH:14]=[C:13]([O:15][CH3:16])[CH:12]=[CH:11][C:10]=1[C:17]([C:19]1[CH:20]=[N:21][C:22]([O:25][CH2:26][C:27]2[N:28]=[C:29]([C:33]3[CH:38]=[CH:37][CH:36]=[CH:35][CH:34]=3)[O:30][C:31]=2[CH3:32])=[CH:23][CH:24]=1)=[O:18])C1C=CC=CC=1. Product: [OH:8][C:9]1[CH:14]=[C:13]([O:15][CH3:16])[CH:12]=[CH:11][C:10]=1[C:17]([C:19]1[CH:20]=[N:21][C:22]([O:25][CH2:26][C:27]2[N:28]=[C:29]([C:33]3[CH:38]=[CH:37][CH:36]=[CH:35][CH:34]=3)[O:30][C:31]=2[CH3:32])=[CH:23][CH:24]=1)=[O:18]. The catalyst class is: 849.